This data is from Experimentally validated miRNA-target interactions with 360,000+ pairs, plus equal number of negative samples. The task is: Binary Classification. Given a miRNA mature sequence and a target amino acid sequence, predict their likelihood of interaction. (1) The miRNA is hsa-miR-500b-3p with sequence GCACCCAGGCAAGGAUUCUG. The protein sequence of the target gene is MNSRTASARGWFSSRPPTSESDLEPATDGPASETTTLSPEATTFNDTRIPDAAGGTAGVGTMLLSFGIITVIGLAVALVLYIRKKKRLEKLRHQLMPMYNFDPTEEQDELEQELLEHGRDAASVQAATSVQAMQGKTTLPSQGPLQRPSRLVFTDVANAIHA. Result: 1 (interaction). (2) The miRNA is hsa-miR-1825 with sequence UCCAGUGCCCUCCUCUCC. The protein sequence of the target gene is MSDKPDLSEVEKFDRSKLKKTNTEEKNTLPSKETIQQEKECVQTS. Result: 0 (no interaction).